This data is from Reaction yield outcomes from USPTO patents with 853,638 reactions. The task is: Predict the reaction yield, written as a fraction of the theoretical maximum amount of product (1.0 means a 100% yield; for example, 0.34 means a 34% yield). The reactants are [S:1]1[C:5]2[CH:6]=[CH:7][CH:8]=[CH:9][C:4]=2[C:3]([CH2:10][N:11]2[C:15]3[CH:16]=[CH:17][C:18]([O:20][CH3:21])=[CH:19][C:14]=3[N:13]=[C:12]2[SH:22])=[CH:2]1.C(=O)([O-])[O-].[K+].[K+].[CH2:29]([O:31][C:32](=[O:37])[CH2:33][CH2:34][CH2:35]Br)[CH3:30]. The catalyst is CN(C)C=O. The product is [CH2:29]([O:31][C:32](=[O:37])[CH2:33][CH2:34][CH2:35][S:22][C:12]1[N:11]([CH2:10][C:3]2[C:4]3[CH:9]=[CH:8][CH:7]=[CH:6][C:5]=3[S:1][CH:2]=2)[C:15]2[CH:16]=[CH:17][C:18]([O:20][CH3:21])=[CH:19][C:14]=2[N:13]=1)[CH3:30]. The yield is 0.450.